Task: Predict the reactants needed to synthesize the given product.. Dataset: Full USPTO retrosynthesis dataset with 1.9M reactions from patents (1976-2016) (1) Given the product [CH2:14]([O:21][C:22]1[CH:23]=[CH:24][C:25]([NH:28][C:11]([C:7]2[CH:6]=[C:5]3[C:10](=[CH:9][CH:8]=2)[N:1]=[CH:2][CH:3]=[CH:4]3)=[O:13])=[CH:26][CH:27]=1)[C:15]1[CH:16]=[CH:17][CH:18]=[CH:19][CH:20]=1, predict the reactants needed to synthesize it. The reactants are: [N:1]1[C:10]2[C:5](=[CH:6][C:7]([C:11]([OH:13])=O)=[CH:8][CH:9]=2)[CH:4]=[CH:3][CH:2]=1.[CH2:14]([O:21][C:22]1[CH:27]=[CH:26][C:25]([NH2:28])=[CH:24][CH:23]=1)[C:15]1[CH:20]=[CH:19][CH:18]=[CH:17][CH:16]=1.F[P-](F)(F)(F)(F)F.N1(O[P+](N(C)C)(N(C)C)N(C)C)C2C=CC=CC=2N=N1.C(N(CC)CC)C. (2) Given the product [F:1][C:2]1[CH:7]=[C:6]([F:8])[C:5]([F:9])=[CH:4][C:3]=1[N:10]1[CH2:11][CH2:12][N:13]([CH2:19][C@H:18]([N:20]2[C:29](=[O:30])[CH2:28][C:23]3([CH2:27][CH2:26][CH2:25][CH2:24]3)[CH2:22][C:21]2=[O:31])[CH3:17])[CH2:14][CH2:15]1, predict the reactants needed to synthesize it. The reactants are: [F:1][C:2]1[CH:7]=[C:6]([F:8])[C:5]([F:9])=[CH:4][C:3]=1[N:10]1[CH2:15][CH2:14][NH:13][CH2:12][CH2:11]1.Cl[CH2:17][C@H:18]([N:20]1[C:29](=[O:30])[CH2:28][C:23]2([CH2:27][CH2:26][CH2:25][CH2:24]2)[CH2:22][C:21]1=[O:31])[CH3:19]. (3) Given the product [CH3:1][O:2][C:3]1[CH:4]=[C:5]2[C:10](=[CH:11][CH:12]=1)[CH:9]=[C:8]([S:13]([N:16]1[CH2:21][CH2:20][N:19]3[CH:22]=[CH:23][CH:24]=[C:18]3[CH:17]1[CH2:25][C:26]([N:63]([CH3:62])[CH:64]1[CH2:73][CH2:72][C:71]3[C:66](=[CH:67][CH:68]=[C:69]([CH2:74][N:75]4[CH2:80][CH2:79][CH2:78][CH2:77][CH2:76]4)[CH:70]=3)[CH2:65]1)=[O:28])(=[O:15])=[O:14])[CH:7]=[CH:6]2, predict the reactants needed to synthesize it. The reactants are: [CH3:1][O:2][C:3]1[CH:4]=[C:5]2[C:10](=[CH:11][CH:12]=1)[CH:9]=[C:8]([S:13]([N:16]1[CH2:21][CH2:20][N:19]3[CH:22]=[CH:23][CH:24]=[C:18]3[CH:17]1[CH2:25][C:26]([OH:28])=O)(=[O:15])=[O:14])[CH:7]=[CH:6]2.CCN(C(C)C)C(C)C.CN(C(ON1N=NC2C=CC=NC1=2)=[N+](C)C)C.F[P-](F)(F)(F)(F)F.[CH3:62][NH:63][CH:64]1[CH2:73][CH2:72][C:71]2[C:66](=[CH:67][CH:68]=[C:69]([CH2:74][N:75]3[CH2:80][CH2:79][CH2:78][CH2:77][CH2:76]3)[CH:70]=2)[CH2:65]1. (4) Given the product [CH2:15]([O:17][C:18]1[CH:19]=[C:20]([CH:21]2[C:8]([C:9]3[CH:13]=[CH:12][S:11][CH:10]=3)=[C:7]([C:3]3[CH:2]=[N:1][CH:6]=[CH:5][CH:4]=3)[NH:33][C:31](=[O:32])[NH:30]2)[CH:23]=[C:24]([N+:27]([O-:29])=[O:28])[C:25]=1[OH:26])[CH3:16], predict the reactants needed to synthesize it. The reactants are: [N:1]1[CH:6]=[CH:5][CH:4]=[C:3]([C:7](=O)[CH2:8][C:9]2[CH:13]=[CH:12][S:11][CH:10]=2)[CH:2]=1.[CH2:15]([O:17][C:18]1[CH:19]=[C:20]([CH:23]=[C:24]([N+:27]([O-:29])=[O:28])[C:25]=1[OH:26])[CH:21]=O)[CH3:16].[NH2:30][C:31]([NH2:33])=[O:32].Cl. (5) Given the product [CH3:28][O:27][C:23]1[CH:22]=[C:21]([S:29]([O:1][C:2]2[CH:7]=[CH:6][N:5]([CH3:8])[C:4](=[O:9])[CH:3]=2)(=[O:30])=[O:31])[CH:20]=[C:19]([O:18][CH3:17])[C:24]=1[O:25][CH3:26], predict the reactants needed to synthesize it. The reactants are: [OH:1][C:2]1[CH:7]=[CH:6][N:5]([CH3:8])[C:4](=[O:9])[CH:3]=1.C(N(CC)CC)C.[CH3:17][O:18][C:19]1[CH:20]=[C:21]([S:29](Cl)(=[O:31])=[O:30])[CH:22]=[C:23]([O:27][CH3:28])[C:24]=1[O:25][CH3:26].